This data is from Forward reaction prediction with 1.9M reactions from USPTO patents (1976-2016). The task is: Predict the product of the given reaction. (1) Given the reactants N1C=CC=CC=1C(O)=O.P([O-])([O-])([O-])=O.[K+].[K+].[K+].Br[C:19]1[CH:24]=[CH:23][C:22]([F:25])=[C:21]([Cl:26])[CH:20]=1.[O:27]=[S:28]1(=[O:47])[CH2:33][CH2:32][N:31]2[CH:34]3[CH2:39][CH2:38][C:37]([C:40]4[CH:45]=[CH:44][C:43]([OH:46])=[CH:42][CH:41]=4)([C:30]2=[N:29]1)[CH2:36][CH2:35]3, predict the reaction product. The product is: [Cl:26][C:21]1[CH:20]=[C:19]([CH:24]=[CH:23][C:22]=1[F:25])[O:46][C:43]1[CH:44]=[CH:45][C:40]([C:37]23[CH2:38][CH2:39][CH:34]([N:31]4[CH2:32][CH2:33][S:28](=[O:47])(=[O:27])[N:29]=[C:30]42)[CH2:35][CH2:36]3)=[CH:41][CH:42]=1. (2) Given the reactants [CH2:1]([N:3]1[C:7]2=[N:8][C:9]([CH2:59][CH3:60])=[C:10]([CH2:19][NH:20][C:21]([C:23]3[CH:28]=[CH:27][C:26]([C:29]4[CH:34]=[CH:33][C:32]([C:35]([NH:37][CH2:38][C:39]5[C:40]([NH:52][CH:53]6[CH2:58][CH2:57][O:56][CH2:55][CH2:54]6)=[C:41]6[CH:49]=[N:48][N:47]([CH2:50][CH3:51])[C:42]6=[N:43][C:44]=5[CH2:45][CH3:46])=[O:36])=[CH:31][CH:30]=4)=[CH:25][CH:24]=3)=[O:22])[C:11]([NH:12][CH:13]3[CH2:18][CH2:17][O:16][CH2:15][CH2:14]3)=[C:6]2[CH:5]=[N:4]1)[CH3:2].O.[C:62]1([CH3:72])[CH:67]=[CH:66][C:65]([S:68]([OH:71])(=[O:70])=[O:69])=[CH:64][CH:63]=1.C1(C)C=CC(S(O)(=O)=O)=CC=1, predict the reaction product. The product is: [C:62]1([CH3:72])[CH:63]=[CH:64][C:65]([S:68]([OH:71])(=[O:69])=[O:70])=[CH:66][CH:67]=1.[CH2:1]([N:3]1[C:7]2=[N:8][C:9]([CH2:59][CH3:60])=[C:10]([CH2:19][NH:20][C:21]([C:23]3[CH:24]=[CH:25][C:26]([C:29]4[CH:34]=[CH:33][C:32]([C:35]([NH:37][CH2:38][C:39]5[C:40]([NH:52][CH:53]6[CH2:54][CH2:55][O:56][CH2:57][CH2:58]6)=[C:41]6[CH:49]=[N:48][N:47]([CH2:50][CH3:51])[C:42]6=[N:43][C:44]=5[CH2:45][CH3:46])=[O:36])=[CH:31][CH:30]=4)=[CH:27][CH:28]=3)=[O:22])[C:11]([NH:12][CH:13]3[CH2:14][CH2:15][O:16][CH2:17][CH2:18]3)=[C:6]2[CH:5]=[N:4]1)[CH3:2]. (3) Given the reactants [S:1]1[CH:5]=[CH:4][N:3]=[C:2]1[CH2:6][OH:7].N1C=CN=C1.[Si:13](Cl)([C:16]([CH3:19])([CH3:18])[CH3:17])([CH3:15])[CH3:14], predict the reaction product. The product is: [Si:13]([O:7][CH2:6][C:2]1[S:1][CH:5]=[CH:4][N:3]=1)([C:16]([CH3:19])([CH3:18])[CH3:17])([CH3:15])[CH3:14].